Dataset: Forward reaction prediction with 1.9M reactions from USPTO patents (1976-2016). Task: Predict the product of the given reaction. (1) Given the reactants [C:1](Cl)(=O)[C:2]([Cl:4])=[O:3].[Cl:7][C:8]1[CH:30]=[CH:29][C:11]([C:12]([N:14]2[C:22]3[C:17](=[CH:18][C:19]([O:23][CH3:24])=[CH:20][CH:21]=3)[C:16](CC(O)=O)=[CH:15]2)=[O:13])=[CH:10][CH:9]=1, predict the reaction product. The product is: [Cl:7][C:8]1[CH:30]=[CH:29][C:11]([C:12]([N:14]2[C:22]3[C:17](=[CH:18][C:19]([O:23][CH3:24])=[CH:20][CH:21]=3)[C:16]([CH2:1][C:2]([Cl:4])=[O:3])=[CH:15]2)=[O:13])=[CH:10][CH:9]=1. (2) Given the reactants C(OC([N:8]1[CH2:11][CH:10]([NH:12][C:13]2[C:22]3[C:17](=[CH:18][CH:19]=[CH:20][CH:21]=3)[N:16]([CH2:23][CH2:24][O:25][CH2:26][CH3:27])[C:15](=[O:28])[C:14]=2[C:29]#[N:30])[CH2:9]1)=O)(C)(C)C.[ClH:31], predict the reaction product. The product is: [ClH:31].[NH:8]1[CH2:11][CH:10]([NH:12][C:13]2[C:22]3[C:17](=[CH:18][CH:19]=[CH:20][CH:21]=3)[N:16]([CH2:23][CH2:24][O:25][CH2:26][CH3:27])[C:15](=[O:28])[C:14]=2[C:29]#[N:30])[CH2:9]1. (3) Given the reactants [Cl:1][C:2]1[C:7]2[O:8][CH2:9][O:10][C:6]=2[C:5]([C:11]([CH3:22])([CH3:21])[CH2:12][C:13]([OH:20])([C:16]([F:19])([F:18])[F:17])[CH:14]=O)=[CH:4][CH:3]=1.[CH3:23][O:24][C:25]([C:27]1[CH:36]=[CH:35][C:34]2[C:29](=[CH:30][CH:31]=[CH:32][C:33]=2[NH2:37])[N:28]=1)=[O:26], predict the reaction product. The product is: [CH3:23][O:24][C:25]([C:27]1[CH:36]=[CH:35][C:34]2[C:29](=[CH:30][CH:31]=[CH:32][C:33]=2[N:37]=[CH:14][C:13]([OH:20])([C:16]([F:18])([F:19])[F:17])[CH2:12][C:11]([C:5]2[C:6]3[O:10][CH2:9][O:8][C:7]=3[C:2]([Cl:1])=[CH:3][CH:4]=2)([CH3:21])[CH3:22])[N:28]=1)=[O:26].